From a dataset of Full USPTO retrosynthesis dataset with 1.9M reactions from patents (1976-2016). Predict the reactants needed to synthesize the given product. The reactants are: [NH2:1][C:2]1[N:3]([CH3:24])[C:4](=[O:23])[C:5]2([C:15]3[C:10](=[CH:11][CH:12]=[C:13](Br)[CH:14]=3)[O:9][CH:8]([C:17]3[CH:22]=[CH:21][CH:20]=[CH:19][CH:18]=3)[CH2:7]2)[N:6]=1.[CH3:25][N:26]([CH3:41])[CH2:27][CH2:28][NH:29][C:30]([C:32]1[CH:37]=[CH:36][C:35](B(O)O)=[CH:34][CH:33]=1)=[O:31]. Given the product [NH2:1][C:2]1[N:3]([CH3:24])[C:4](=[O:23])[C:5]2([C:15]3[C:10](=[CH:11][CH:12]=[C:13]([C:35]4[CH:36]=[CH:37][C:32]([C:30]([NH:29][CH2:28][CH2:27][N:26]([CH3:25])[CH3:41])=[O:31])=[CH:33][CH:34]=4)[CH:14]=3)[O:9][CH:8]([C:17]3[CH:22]=[CH:21][CH:20]=[CH:19][CH:18]=3)[CH2:7]2)[N:6]=1, predict the reactants needed to synthesize it.